From a dataset of Reaction yield outcomes from USPTO patents with 853,638 reactions. Predict the reaction yield, written as a fraction of the theoretical maximum amount of product (1.0 means a 100% yield; for example, 0.34 means a 34% yield). (1) The reactants are [CH3:1][O:2][C:3]([NH:5][CH:6]([CH:10]([CH3:12])[CH3:11])[C:7](O)=[O:8])=[O:4].C1C=CC2N(O)N=NC=2C=1.Cl.Cl.Cl.[CH3:26][O:27][C:28](=[O:76])[NH:29][CH:30]([C:34]([N:36]1[CH:42]([C:43]2[NH:44][C:45]([C:48]3[CH:53]=[CH:52][C:51]([C:54]4[CH:63]=[CH:62][C:61]5[C:56](=[CH:57][CH:58]=[C:59]([C:64]6[NH:65][C:66]([CH:69]7[CH2:73][CH:72]([C:74]#[N:75])[CH2:71][NH:70]7)=[N:67][CH:68]=6)[CH:60]=5)[CH:55]=4)=[CH:50][CH:49]=3)=[CH:46][N:47]=2)[CH2:41][C:38]2([CH2:40][CH2:39]2)[CH2:37]1)=[O:35])[CH:31]([CH3:33])[CH3:32].CN1CCOCC1. The catalyst is CN(C=O)C.CCOC(C)=O. The product is [CH3:26][O:27][C:28](=[O:76])[NH:29][CH:30]([C:34]([N:36]1[CH:42]([C:43]2[NH:44][C:45]([C:48]3[CH:49]=[CH:50][C:51]([C:54]4[CH:63]=[CH:62][C:61]5[C:56](=[CH:57][CH:58]=[C:59]([C:64]6[NH:65][C:66]([CH:69]7[CH2:73][CH:72]([C:74]#[N:75])[CH2:71][N:70]7[C:7](=[O:8])[CH:6]([NH:5][C:3]([O:2][CH3:1])=[O:4])[CH:10]([CH3:12])[CH3:11])=[N:67][CH:68]=6)[CH:60]=5)[CH:55]=4)=[CH:52][CH:53]=3)=[CH:46][N:47]=2)[CH2:41][C:38]2([CH2:39][CH2:40]2)[CH2:37]1)=[O:35])[CH:31]([CH3:33])[CH3:32]. The yield is 0.110. (2) The reactants are C[N:2](C)[CH:3]=[CH:4][C:5]([C:7]1[C:12](=[O:13])[CH:11]=[CH:10][N:9]([C:14]2[CH:19]=[CH:18][CH:17]=[C:16]([C:20]([F:23])([F:22])[F:21])[CH:15]=2)[N:8]=1)=O.Cl.[CH3:26][C:27]1[CH:32]=[CH:31][CH:30]=[CH:29][C:28]=1[NH:33]N.CCN(CC)CC. The catalyst is C(O)C. The product is [CH3:26][C:27]1[CH:32]=[CH:31][CH:30]=[CH:29][C:28]=1[N:33]1[C:5]([C:7]2[C:12](=[O:13])[CH:11]=[CH:10][N:9]([C:14]3[CH:19]=[CH:18][CH:17]=[C:16]([C:20]([F:23])([F:22])[F:21])[CH:15]=3)[N:8]=2)=[CH:4][CH:3]=[N:2]1. The yield is 0.210. (3) The reactants are [Cl:1][C:2]1[CH:3]=[C:4]([CH:35]=[CH:36][C:37]=1[Cl:38])[CH2:5][CH:6]1[C:15]2[C:10](=[CH:11][CH:12]=[C:13]([O:16][CH2:17][CH2:18][NH:19][S:20]([C:23]3[N:24]=[CH:25][N:26]([CH3:28])[CH:27]=3)(=[O:22])=[O:21])[CH:14]=2)[CH2:9][CH2:8][CH:7]1[NH:29][C:30](=O)OCC.[CH:39](=O)C.C(O)(=O)C.C([BH3-])#N.[Na+]. The catalyst is ClCCl.O.CO. The product is [Cl:1][C:2]1[CH:3]=[C:4]([CH:35]=[CH:36][C:37]=1[Cl:38])[CH2:5][CH:6]1[C:15]2[CH:14]=[C:13]([O:16][CH2:17][CH2:18][NH:19][S:20]([C:23]3[N:24]=[CH:25][N:26]([CH3:28])[CH:27]=3)(=[O:22])=[O:21])[CH:12]=[CH:11][C:10]=2[CH2:9][CH2:8][CH:7]1[NH:29][CH2:30][CH3:39]. The yield is 0.250. (4) The reactants are FC(F)(F)S(O[C:7]1[CH:12]=[C:11]([C:13]([C:16]2[CH:21]=[CH:20][N:19]=[CH:18][CH:17]=2)([CH3:15])[CH3:14])[CH:10]=[C:9]([Cl:22])[CH:8]=1)(=O)=O.C(=[NH:38])(C1C=CC=CC=1)C1C=CC=CC=1.C1C=CC(P(C2C(C3C(P(C4C=CC=CC=4)C4C=CC=CC=4)=CC=C4C=3C=CC=C4)=C3C(C=CC=C3)=CC=2)C2C=CC=CC=2)=CC=1.C([O-])([O-])=O.[Cs+].[Cs+]. The catalyst is C1COCC1. The product is [Cl:22][C:9]1[CH:8]=[C:7]([CH:12]=[C:11]([C:13]([C:16]2[CH:21]=[CH:20][N:19]=[CH:18][CH:17]=2)([CH3:15])[CH3:14])[CH:10]=1)[NH2:38]. The yield is 0.260.